This data is from Reaction yield outcomes from USPTO patents with 853,638 reactions. The task is: Predict the reaction yield, written as a fraction of the theoretical maximum amount of product (1.0 means a 100% yield; for example, 0.34 means a 34% yield). (1) The reactants are [Br:1][CH2:2][C:3]([O:5][CH2:6][CH3:7])=[O:4].[C:8]1([P:14]([C:21]2[CH:26]=[CH:25][CH:24]=[CH:23][CH:22]=2)[C:15]2[CH:20]=[CH:19][CH:18]=[CH:17][CH:16]=2)[CH:13]=[CH:12][CH:11]=[CH:10][CH:9]=1. The catalyst is C1C=CC=CC=1. The product is [Br-:1].[C:3]([CH2:2][P+:14]([C:15]1[CH:16]=[CH:17][CH:18]=[CH:19][CH:20]=1)([C:21]1[CH:26]=[CH:25][CH:24]=[CH:23][CH:22]=1)[C:8]1[CH:9]=[CH:10][CH:11]=[CH:12][CH:13]=1)([O:5][CH2:6][CH3:7])=[O:4]. The yield is 0.860. (2) The reactants are [C:14]1(P([C:14]2[CH:19]=[CH:18][CH:17]=[CH:16][CH:15]=2)[C:14]2[CH:19]=[CH:18][CH:17]=[CH:16][CH:15]=2)[CH:19]=[CH:18][CH:17]=[CH:16][CH:15]=1.[C:20]1(=[O:30])[NH:24][C:23](=[O:25])[C:22]2=[CH:26][CH:27]=[CH:28][CH:29]=[C:21]12.N(C(OCC)=O)=N[C:33](OCC)=O. The catalyst is C1COCC1. The product is [C@@H:14]12[CH2:33][C@@H:17]([CH2:16][CH2:15]1)[CH2:18][C@@H:19]2[N:24]1[C:20](=[O:30])[C:21]2[C:22](=[CH:26][CH:27]=[CH:28][CH:29]=2)[C:23]1=[O:25]. The yield is 0.950. (3) The reactants are [S:1]1[C:5]([C:6]2[O:7][C:8]3[C:9](=[C:11]([C:15]([OH:17])=O)[CH:12]=[CH:13][CH:14]=3)[N:10]=2)=[CH:4][C:3]2[CH:18]=[CH:19][CH:20]=[CH:21][C:2]1=2.Cl.Cl.[NH2:24][CH:25]1[CH2:32][CH:31]2[N:33]([CH3:34])[CH:27]([CH2:28][CH2:29][CH2:30]2)[CH2:26]1.Cl.C(N=C=NCCCN(C)C)C.ON1C2C=CC=CC=2N=N1.C(N(CC)CC)C. The yield is 0.610. The catalyst is CN(C=O)C.C(OCC)(=O)C. The product is [CH3:34][N:33]1[CH:27]2[CH2:28][CH2:29][CH2:30][CH:31]1[CH2:32][CH:25]([NH:24][C:15]([C:11]1[CH:12]=[CH:13][CH:14]=[C:8]3[O:7][C:6]([C:5]4[S:1][C:2]5[CH:21]=[CH:20][CH:19]=[CH:18][C:3]=5[CH:4]=4)=[N:10][C:9]=13)=[O:17])[CH2:26]2.